The task is: Predict which catalyst facilitates the given reaction.. This data is from Catalyst prediction with 721,799 reactions and 888 catalyst types from USPTO. Reactant: [CH3:1][C:2]1[N:7]=[CH:6][C:5]([C:8]2[N:17]([C:18]3[CH:23]=[CH:22][C:21]([NH:24]C(=O)C)=[CH:20][CH:19]=3)[C:16](=[O:28])[C:15]3[C:10](=[CH:11][CH:12]=[CH:13][CH:14]=3)[N:9]=2)=[CH:4][CH:3]=1.[OH-].[Na+]. Product: [NH2:24][C:21]1[CH:20]=[CH:19][C:18]([N:17]2[C:16](=[O:28])[C:15]3[C:10](=[CH:11][CH:12]=[CH:13][CH:14]=3)[N:9]=[C:8]2[C:5]2[CH:6]=[N:7][C:2]([CH3:1])=[CH:3][CH:4]=2)=[CH:23][CH:22]=1. The catalyst class is: 33.